Dataset: Full USPTO retrosynthesis dataset with 1.9M reactions from patents (1976-2016). Task: Predict the reactants needed to synthesize the given product. (1) The reactants are: [C:1]([O:5][C:6](=[O:30])[NH:7][CH2:8][CH2:9][O:10][C:11]1[CH:16]=[CH:15][C:14]([Cl:17])=[CH:13][C:12]=1/[CH:18]=[C:19]1\[C:20](=[O:29])[NH:21][C:22]2[C:27]\1=[CH:26][CH:25]=[C:24]([Cl:28])[CH:23]=2)([CH3:4])([CH3:3])[CH3:2].[C:31]([O:35][C:36](O[C:36]([O:35][C:31]([CH3:34])([CH3:33])[CH3:32])=[O:37])=[O:37])([CH3:34])([CH3:33])[CH3:32]. Given the product [C:31]([O:35][C:36]([N:21]1[C:22]2[C:27](=[CH:26][CH:25]=[C:24]([Cl:28])[CH:23]=2)/[C:19](=[CH:18]/[C:12]2[CH:13]=[C:14]([Cl:17])[CH:15]=[CH:16][C:11]=2[O:10][CH2:9][CH2:8][NH:7][C:6]([O:5][C:1]([CH3:4])([CH3:2])[CH3:3])=[O:30])/[C:20]1=[O:29])=[O:37])([CH3:34])([CH3:33])[CH3:32], predict the reactants needed to synthesize it. (2) Given the product [Cl:1][C:2]1[CH:3]=[C:4]([NH:8][C:9]2[CH:14]=[C:13]([NH:15][CH:16]3[CH2:21][CH2:20][N:19]([CH2:35][C:36]4[CH:41]=[CH:40][CH:39]=[CH:38][N:37]=4)[CH2:18][CH2:17]3)[N:12]3[N:22]=[CH:23][C:24]([CH:25]=[C:26]4[NH:30][C:29](=[O:31])[NH:28][C:27]4=[O:32])=[C:11]3[N:10]=2)[CH:5]=[CH:6][CH:7]=1, predict the reactants needed to synthesize it. The reactants are: [Cl:1][C:2]1[CH:3]=[C:4]([NH:8][C:9]2[CH:14]=[C:13]([NH:15][CH:16]3[CH2:21][CH2:20][NH:19][CH2:18][CH2:17]3)[N:12]3[N:22]=[CH:23][C:24]([CH:25]=[C:26]4[NH:30][C:29](=[O:31])[NH:28][C:27]4=[O:32])=[C:11]3[N:10]=2)[CH:5]=[CH:6][CH:7]=1.Br.Br[CH2:35][C:36]1[CH:41]=[CH:40][CH:39]=[CH:38][N:37]=1. (3) Given the product [S:1]1[C:5]2[CH:6]=[CH:7][C:8]([CH2:10][C:11]([OH:13])=[O:12])=[CH:9][C:4]=2[CH:3]=[CH:2]1, predict the reactants needed to synthesize it. The reactants are: [S:1]1[C:5]2[CH:6]=[CH:7][C:8]([CH:10](C(O)=O)[C:11]([OH:13])=[O:12])=[CH:9][C:4]=2[CH:3]=[CH:2]1.O.C1(C)C=CC(S(O)(=O)=O)=CC=1. (4) Given the product [F:1][C:2]1[CH:3]=[CH:4][C:5]([O:24][CH3:25])=[C:6]([C:8]2[CH:13]=[CH:12][N:11]=[C:10]3[NH:14][C:15]([C:17]4[CH2:22][CH2:21][CH:20]([NH:38][C@@H:39]([C:40]([OH:42])=[O:41])[CH:47]([CH3:49])[CH3:48])[CH2:19][CH:18]=4)=[CH:16][C:9]=23)[CH:7]=1, predict the reactants needed to synthesize it. The reactants are: [F:1][C:2]1[CH:3]=[CH:4][C:5]([O:24][CH3:25])=[C:6]([C:8]2[CH:13]=[CH:12][N:11]=[C:10]3[NH:14][C:15]([C:17]4[CH2:22][CH2:21][C:20](=O)[CH2:19][CH:18]=4)=[CH:16][C:9]=23)[CH:7]=1.C(N(CC)CC)C.C(O)(=O)C.Cl.[NH2:38][C@H:39]([CH:47]([CH3:49])[CH3:48])[C:40]([O:42]C(C)(C)C)=[O:41].C([BH3-])#N. (5) The reactants are: [CH2:1]([O:3][C:4](=[O:25])[CH2:5][C:6]1[CH:11]=[CH:10][C:9]([O:12][CH3:13])=[C:8]([C:14]2[C:19]([CH2:20][NH:21][CH2:22][CH3:23])=[CH:18][C:17]([CH3:24])=[CH:16][N:15]=2)[CH:7]=1)[CH3:2].FC(F)(F)C([O-])=O.[C:33](Cl)(=[O:42])[CH2:34][CH2:35][C:36]1[CH:41]=[CH:40][CH:39]=[CH:38][CH:37]=1.C(N(CC)CC)C. Given the product [CH2:1]([O:3][C:4](=[O:25])[CH2:5][C:6]1[CH:11]=[CH:10][C:9]([O:12][CH3:13])=[C:8]([C:14]2[C:19]([CH2:20][N:21]([CH2:22][CH3:23])[C:33](=[O:42])[CH2:34][CH2:35][C:36]3[CH:41]=[CH:40][CH:39]=[CH:38][CH:37]=3)=[CH:18][C:17]([CH3:24])=[CH:16][N:15]=2)[CH:7]=1)[CH3:2], predict the reactants needed to synthesize it.